From a dataset of Forward reaction prediction with 1.9M reactions from USPTO patents (1976-2016). Predict the product of the given reaction. (1) Given the reactants Br[C:2]1[CH:7]=[CH:6][C:5]([C:8]([F:11])([F:10])[F:9])=[CH:4][C:3]=1[N+:12]([O-:14])=[O:13].C([Sn](CCCC)(CCCC)C1C=CC(C(F)(F)F)=CC=1[N+]([O-])=O)CCC.FC(F)(F)S(O[C:47]1[CH2:56][CH2:55][C:54]2[C:49](=[CH:50][CH:51]=[C:52]([O:57][CH3:58])[CH:53]=2)[CH:48]=1)(=O)=O, predict the reaction product. The product is: [CH3:58][O:57][C:52]1[CH:53]=[C:54]2[C:49]([CH:48]=[C:47]([C:2]3[CH:7]=[CH:6][C:5]([C:8]([F:11])([F:10])[F:9])=[CH:4][C:3]=3[N+:12]([O-:14])=[O:13])[CH2:56][CH2:55]2)=[CH:50][CH:51]=1. (2) Given the reactants Br[C:2]1[CH:33]=[CH:32][C:5]([CH2:6][N:7]([C:21]2[C:26](Cl)=[CH:25][C:24]([C:28]([F:31])([F:30])[F:29])=[CH:23][N:22]=2)[S:8]([C:11]2[CH:20]=[CH:19][C:14]([C:15]([O:17]C)=[O:16])=[CH:13][CH:12]=2)(=[O:10])=[O:9])=[CH:4][CH:3]=1.[CH3:34]B1OB(C)OB(C)O1, predict the reaction product. The product is: [CH2:6]([N:7]([C:21]1[C:26]([CH3:34])=[CH:25][C:24]([C:28]([F:29])([F:31])[F:30])=[CH:23][N:22]=1)[S:8]([C:11]1[CH:20]=[CH:19][C:14]([C:15]([OH:17])=[O:16])=[CH:13][CH:12]=1)(=[O:10])=[O:9])[C:5]1[CH:32]=[CH:33][CH:2]=[CH:3][CH:4]=1. (3) Given the reactants [H-].[Al+3].[Li+].[H-].[H-].[H-].Cl.[Br:8][C:9]1[CH:18]=[CH:17][CH:16]=[C:15]2[C:10]=1[CH2:11][C@H:12]([C:19](O)=[O:20])[NH:13][CH2:14]2.[OH-].[Na+].S([O-])([O-])(=O)=O.[Mg+2], predict the reaction product. The product is: [Br:8][C:9]1[CH:18]=[CH:17][CH:16]=[C:15]2[C:10]=1[CH2:11][C@H:12]([CH2:19][OH:20])[NH:13][CH2:14]2. (4) Given the reactants [NH:1]1[C:9]2[C:4](=[CH:5][CH:6]=[CH:7][CH:8]=2)[CH2:3][C:2]1=[O:10].[CH3:11][C:12]([O:15][C:16](O[C:16]([O:15][C:12]([CH3:14])([CH3:13])[CH3:11])=[O:17])=[O:17])([CH3:14])[CH3:13], predict the reaction product. The product is: [C:12]([O:15][C:16]([N:1]1[C:9]2[C:4](=[CH:5][CH:6]=[CH:7][CH:8]=2)[CH2:3][C:2]1=[O:10])=[O:17])([CH3:14])([CH3:13])[CH3:11]. (5) The product is: [F:1][C:2]([F:7])([F:6])[C:3]([OH:5])=[O:4].[C:41]([C:38]1[NH:37][C:36]([C:34]([NH:33][C:16]2[CH:17]=[CH:18][C:19]([C:21]3([N:27]4[CH2:32][CH2:31][N:30]([CH2:52][C:53]([OH:55])=[O:54])[CH2:29][CH2:28]4)[CH2:22][CH2:23][O:24][CH2:25][CH2:26]3)=[CH:20][C:15]=2[C:12]2[CH2:13][CH2:14][C:9]([CH3:43])([CH3:8])[CH2:10][CH:11]=2)=[O:35])=[N:40][CH:39]=1)#[N:42]. Given the reactants [F:1][C:2]([F:7])([F:6])[C:3]([OH:5])=[O:4].[CH3:8][C:9]1([CH3:43])[CH2:14][CH2:13][C:12]([C:15]2[CH:20]=[C:19]([C:21]3([N:27]4[CH2:32][CH2:31][NH:30][CH2:29][CH2:28]4)[CH2:26][CH2:25][O:24][CH2:23][CH2:22]3)[CH:18]=[CH:17][C:16]=2[NH:33][C:34]([C:36]2[NH:37][C:38]([C:41]#[N:42])=[CH:39][N:40]=2)=[O:35])=[CH:11][CH2:10]1.CCN(CC)CC.Br[CH2:52][C:53]([O:55]CC)=[O:54].[OH-].[K+], predict the reaction product. (6) Given the reactants Br[CH2:2][C:3]([C:5]1[CH:10]=[CH:9][C:8]([N+:11]([O-:13])=[O:12])=[CH:7][CH:6]=1)=[O:4].[C-:14]#[N:15].[Na+].Cl, predict the reaction product. The product is: [C:14]([CH2:2][C:3]([C:5]1[CH:10]=[CH:9][C:8]([N+:11]([O-:13])=[O:12])=[CH:7][CH:6]=1)=[O:4])#[N:15].